From a dataset of Forward reaction prediction with 1.9M reactions from USPTO patents (1976-2016). Predict the product of the given reaction. (1) Given the reactants Cl[C:2]1[N:3]=[N:4][C:5]([C:8]2[CH:13]=[CH:12][C:11]([C:14]([F:17])([F:16])[F:15])=[CH:10][CH:9]=2)=[CH:6][CH:7]=1.[CH3:18][N:19]1[CH2:24][CH2:23][CH2:22][CH:21]([CH2:25][N:26]2[CH2:31][CH2:30][NH:29][CH2:28][CH2:27]2)[CH2:20]1, predict the reaction product. The product is: [CH3:18][N:19]1[CH2:24][CH2:23][CH2:22][CH:21]([CH2:25][N:26]2[CH2:31][CH2:30][N:29]([C:2]3[N:3]=[N:4][C:5]([C:8]4[CH:13]=[CH:12][C:11]([C:14]([F:17])([F:16])[F:15])=[CH:10][CH:9]=4)=[CH:6][CH:7]=3)[CH2:28][CH2:27]2)[CH2:20]1. (2) Given the reactants [N:1]1[CH:6]=[CH:5][CH:4]=[C:3]([NH:7][C:8](=[O:10])[O-])[N:2]=1.Cl.Cl.[C:13]1([C:19]2[CH:24]=[C:23]([N:25]3[CH2:30][CH2:29][NH:28][CH2:27][CH2:26]3)[CH:22]=[CH:21][N:20]=2)[CH:18]=[CH:17][CH:16]=[CH:15][CH:14]=1, predict the reaction product. The product is: [C:13]1([C:19]2[CH:24]=[C:23]([N:25]3[CH2:30][CH2:29][N:28]([C:8]([NH:7][C:3]4[N:2]=[N:1][CH:6]=[CH:5][CH:4]=4)=[O:10])[CH2:27][CH2:26]3)[CH:22]=[CH:21][N:20]=2)[CH:14]=[CH:15][CH:16]=[CH:17][CH:18]=1. (3) The product is: [C:31]([O:35][C:36]([N:38]1[CH2:44][CH2:43][CH2:42][N:41]([C:7](=[O:9])[CH2:6][CH:1]2[CH2:2][CH2:3][CH2:4][CH2:5]2)[CH2:40][CH2:39]1)=[O:37])([CH3:34])([CH3:32])[CH3:33]. Given the reactants [CH:1]1([CH2:6][C:7]([OH:9])=O)[CH2:5][CH2:4][CH2:3][CH2:2]1.ON1C2C=CC=CC=2N=N1.CN(C)CCCN=C=NCC.[C:31]([O:35][C:36]([N:38]1[CH2:44][CH2:43][CH2:42][NH:41][CH2:40][CH2:39]1)=[O:37])([CH3:34])([CH3:33])[CH3:32].CN(C1C=CC=CN=1)C, predict the reaction product. (4) The product is: [CH3:1][NH:2][C@@H:9]([C:11]1[O:12][C:13]2[CH:21]=[CH:20][CH:19]=[CH:18][C:14]=2[C:15]=1[CH2:16][CH3:17])[CH3:10]. Given the reactants [CH3:1][N:2]([C@@H:9]([C:11]1[O:12][C:13]2[CH:21]=[CH:20][CH:19]=[CH:18][C:14]=2[C:15]=1[CH2:16][CH3:17])[CH3:10])[S@@](C(C)(C)C)=O.C(O)(C(F)(F)F)=O, predict the reaction product. (5) Given the reactants Cl.[NH2:2][CH2:3][C:4]1[CH:9]=[CH:8][C:7]([N:10]2[C:14]3=[N:15][CH:16]=[CH:17][CH:18]=[C:13]3[N:12]=[C:11]2[C:19]2[C:20]([NH2:25])=[N:21][CH:22]=[CH:23][CH:24]=2)=[CH:6][CH:5]=1.C(N(C(C)C)CC)(C)C.[C:35]([C:39]1[CH:44]=[CH:43][C:42]([N:45]=[C:46]=[O:47])=[CH:41][CH:40]=1)([CH3:38])([CH3:37])[CH3:36].O, predict the reaction product. The product is: [NH2:25][C:20]1[C:19]([C:11]2[N:10]([C:7]3[CH:6]=[CH:5][C:4]([CH2:3][NH:2][C:46]([NH:45][C:42]4[CH:43]=[CH:44][C:39]([C:35]([CH3:38])([CH3:37])[CH3:36])=[CH:40][CH:41]=4)=[O:47])=[CH:9][CH:8]=3)[C:14]3=[N:15][CH:16]=[CH:17][CH:18]=[C:13]3[N:12]=2)=[CH:24][CH:23]=[CH:22][N:21]=1. (6) Given the reactants Cl[C:2]1[CH:7]=[C:6]([O:8][C:9]2[CH:14]=[CH:13][CH:12]=[CH:11][CH:10]=2)[CH:5]=[CH:4][C:3]=1[NH:15][C:16]([C:18]1[CH:19]=[N:20][CH:21]=[CH:22][CH:23]=1)=[O:17].[CH3:24][CH2:25][O:26][C:27](C)=[O:28], predict the reaction product. The product is: [O:28]1[C:24]2[CH:22]=[CH:23][C:18]([CH2:16][NH:15][C:19]3[C:18]([C:16]([NH:15][C:3]4[CH:4]=[CH:5][C:6]([O:8][C:9]5[CH:14]=[CH:13][CH:12]=[CH:11][CH:10]=5)=[CH:7][CH:2]=4)=[O:17])=[CH:23][CH:22]=[CH:21][N:20]=3)=[CH:19][C:25]=2[O:26][CH2:27]1. (7) The product is: [CH:27]1([S:30]([C:33]2[CH:34]=[C:35]([NH:36][C:2]3[N:7]=[C:6]([O:8][C:9]4[C:18]5[C:13](=[CH:14][CH:15]=[CH:16][CH:17]=5)[C:12]([NH:19][C:20](=[O:26])[O:21][C:22]([CH3:25])([CH3:24])[CH3:23])=[CH:11][CH:10]=4)[CH:5]=[CH:4][N:3]=3)[CH:37]=[C:38]([O:40][CH3:41])[CH:39]=2)(=[O:31])=[O:32])[CH2:29][CH2:28]1. Given the reactants Cl[C:2]1[N:7]=[C:6]([O:8][C:9]2[C:18]3[C:13](=[CH:14][CH:15]=[CH:16][CH:17]=3)[C:12]([NH:19][C:20](=[O:26])[O:21][C:22]([CH3:25])([CH3:24])[CH3:23])=[CH:11][CH:10]=2)[CH:5]=[CH:4][N:3]=1.[CH:27]1([S:30]([C:33]2[CH:34]=[C:35]([CH:37]=[C:38]([O:40][CH3:41])[CH:39]=2)[NH2:36])(=[O:32])=[O:31])[CH2:29][CH2:28]1, predict the reaction product. (8) Given the reactants [N:1]1([C:7]2[C:8]3[C:15]([C:16]4[N:21]=[C:20]([C:22]#[N:23])[CH:19]=[CH:18][CH:17]=4)=[CH:14][N:13]([CH2:24][O:25]CC[Si](C)(C)C)[C:9]=3[N:10]=[CH:11][N:12]=2)[CH2:6][CH2:5][O:4][CH2:3][CH2:2]1, predict the reaction product. The product is: [OH:25][CH2:24][N:13]1[C:9]2[N:10]=[CH:11][N:12]=[C:7]([N:1]3[CH2:6][CH2:5][O:4][CH2:3][CH2:2]3)[C:8]=2[C:15]([C:16]2[N:21]=[C:20]([C:22]#[N:23])[CH:19]=[CH:18][CH:17]=2)=[CH:14]1. (9) Given the reactants [CH:1]1([CH:6]([C:14]2[CH:19]=[CH:18][C:17]([CH2:20][N:21]3[CH2:29][C:28]4[C:23](=[CH:24][CH:25]=[CH:26][CH:27]=4)[C:22]3=[O:30])=[CH:16][CH:15]=2)[C:7]([O:9]C(C)(C)C)=[O:8])[CH2:5][CH2:4][CH2:3][CH2:2]1, predict the reaction product. The product is: [CH:1]1([CH:6]([C:14]2[CH:19]=[CH:18][C:17]([CH2:20][N:21]3[CH2:29][C:28]4[C:23](=[CH:24][CH:25]=[CH:26][CH:27]=4)[C:22]3=[O:30])=[CH:16][CH:15]=2)[C:7]([OH:9])=[O:8])[CH2:2][CH2:3][CH2:4][CH2:5]1.